From a dataset of Reaction yield outcomes from USPTO patents with 853,638 reactions. Predict the reaction yield, written as a fraction of the theoretical maximum amount of product (1.0 means a 100% yield; for example, 0.34 means a 34% yield). (1) The reactants are C[N:2](C)[CH:3]=[CH:4][C:5]([C:7]1[C:12](=[O:13])[C:11]([O:14][CH3:15])=[CH:10][N:9]([C:16]2[CH:21]=[CH:20][CH:19]=[C:18]([C:22]([F:25])([F:24])[F:23])[CH:17]=2)[N:8]=1)=O.[C:27]1([NH:33]N)[CH:32]=[CH:31][CH:30]=[CH:29][CH:28]=1. The catalyst is CC(O)=O. The product is [CH3:15][O:14][C:11]1[C:12](=[O:13])[C:7]([C:5]2[N:33]([C:27]3[CH:32]=[CH:31][CH:30]=[CH:29][CH:28]=3)[N:2]=[CH:3][CH:4]=2)=[N:8][N:9]([C:16]2[CH:21]=[CH:20][CH:19]=[C:18]([C:22]([F:24])([F:23])[F:25])[CH:17]=2)[CH:10]=1. The yield is 0.710. (2) The reactants are [CH:1]1([CH2:7][N:8]([CH2:17][CH:18]=[O:19])[C:9](=[O:16])[CH2:10][CH2:11][CH2:12][N+:13]([O-:15])=[O:14])[CH2:6][CH2:5][CH2:4][CH2:3][CH2:2]1.C(N(CC)CC)C. The catalyst is C1COCC1. The product is [CH:1]1([CH2:7][N:8]2[CH2:17][CH:18]([OH:19])[CH:12]([N+:13]([O-:15])=[O:14])[CH2:11][CH2:10][C:9]2=[O:16])[CH2:2][CH2:3][CH2:4][CH2:5][CH2:6]1. The yield is 0.530. (3) The reactants are Br[C:2](=[CH:5]OC(C)C)[CH:3]=[O:4].[NH2:10][C:11]1[C:19]2[C:14](=[CH:15][CH:16]=[CH:17][CH:18]=2)[CH2:13][N:12]=1.C(N(CC)CC)C. The catalyst is C(#N)C.C(OCC)(=O)C. The product is [N:10]1[C:2]([CH:3]=[O:4])=[CH:5][N:12]2[CH2:13][C:14]3[C:19](=[CH:18][CH:17]=[CH:16][CH:15]=3)[C:11]=12. The yield is 0.220.